From a dataset of NCI-60 drug combinations with 297,098 pairs across 59 cell lines. Regression. Given two drug SMILES strings and cell line genomic features, predict the synergy score measuring deviation from expected non-interaction effect. (1) Drug 1: CC1=CC=C(C=C1)C2=CC(=NN2C3=CC=C(C=C3)S(=O)(=O)N)C(F)(F)F. Drug 2: CCC1(C2=C(COC1=O)C(=O)N3CC4=CC5=C(C=CC(=C5CN(C)C)O)N=C4C3=C2)O.Cl. Cell line: HCC-2998. Synergy scores: CSS=5.37, Synergy_ZIP=0.491, Synergy_Bliss=-3.19, Synergy_Loewe=-20.5, Synergy_HSA=-7.77. (2) Drug 1: CN1CCC(CC1)COC2=C(C=C3C(=C2)N=CN=C3NC4=C(C=C(C=C4)Br)F)OC. Drug 2: CCCCC(=O)OCC(=O)C1(CC(C2=C(C1)C(=C3C(=C2O)C(=O)C4=C(C3=O)C=CC=C4OC)O)OC5CC(C(C(O5)C)O)NC(=O)C(F)(F)F)O. Cell line: SF-268. Synergy scores: CSS=-0.139, Synergy_ZIP=2.49, Synergy_Bliss=1.28, Synergy_Loewe=0.582, Synergy_HSA=-1.90.